From a dataset of Forward reaction prediction with 1.9M reactions from USPTO patents (1976-2016). Predict the product of the given reaction. (1) Given the reactants [CH:1]1([C:4]2[CH:8]=[C:7]([CH:9]3[CH2:11][CH2:10]3)[N:6]([C:12]3[N:17]=[CH:16][C:15]([NH:18][C:19]([C:21]4[S:25][CH:24]=[N:23][C:22]=4[CH3:26])=[O:20])=[CH:14][CH:13]=3)[N:5]=2)[CH2:3][CH2:2]1.CC1N=CSC=1C(O)=O.[ClH:36], predict the reaction product. The product is: [ClH:36].[CH:1]1([C:4]2[CH:8]=[C:7]([CH:9]3[CH2:11][CH2:10]3)[N:6]([C:12]3[N:17]=[CH:16][C:15]([NH:18][C:19]([C:21]4[S:25][CH:24]=[N:23][C:22]=4[CH3:26])=[O:20])=[CH:14][CH:13]=3)[N:5]=2)[CH2:2][CH2:3]1. (2) Given the reactants OC1C(=O)NN=C(CCC2C=CC=CC=2)C=1.C([O:24][C:25]1[N:26]=[N:27][C:28]([C:39]2([C:42]3[CH:47]=[CH:46][C:45]([C:48]([F:51])([F:50])[F:49])=[CH:44][CH:43]=3)[CH2:41][CH2:40]2)=[CH:29][C:30]=1[O:31]CC1C=CC=CC=1)C1C=CC=CC=1, predict the reaction product. The product is: [OH:31][C:30]1[C:25](=[O:24])[NH:26][N:27]=[C:28]([C:39]2([C:42]3[CH:47]=[CH:46][C:45]([C:48]([F:50])([F:49])[F:51])=[CH:44][CH:43]=3)[CH2:40][CH2:41]2)[CH:29]=1. (3) Given the reactants [CH3:1][N:2]([CH3:16])[C:3]1[CH:8]=[CH:7][C:6](/[CH:9]=[CH:10]/[C:11]2[S:12][CH:13]=[CH:14][CH:15]=2)=[CH:5][CH:4]=1.FC(F)(F)S(O[C:23]1[CH:28]=[CH:27]C=[CH:25][C:24]=1[Si](C)(C)C)(=O)=O.[F-].[K+].C1OCCOCCOCCOCCOCCOC1, predict the reaction product. The product is: [CH3:16][N:2]([C:1]1[CH:27]=[CH:28][CH:23]=[CH:24][CH:25]=1)[C:3]1[CH:4]=[CH:5][C:6](/[CH:9]=[CH:10]/[C:11]2[S:12][CH:13]=[CH:14][CH:15]=2)=[CH:7][CH:8]=1. (4) Given the reactants [C:1]([O:5][C:6](=[O:18])[NH:7][C:8]1([C:16]#[CH:17])[CH2:13][O:12][C:11]([CH3:15])([CH3:14])[O:10][CH2:9]1)([CH3:4])([CH3:3])[CH3:2].C#CCCCCCC.[C:27]12([C:37]3[CH:42]=[C:41](I)[CH:40]=[CH:39][C:38]=3[O:44][CH:45]([CH3:47])[CH3:46])[CH2:36][CH:31]3[CH2:32][CH:33]([CH2:35][CH:29]([CH2:30]3)[CH2:28]1)[CH2:34]2.IC1C=C2C(=CC=1)CN(C(C1C=CC=CC=1)(C1C=CC=CC=1)C1C=CC=CC=1)C2, predict the reaction product. The product is: [C:1]([O:5][C:6](=[O:18])[NH:7][C:8]1([C:16]#[C:17][C:41]2[CH:40]=[CH:39][C:38]([O:44][CH:45]([CH3:47])[CH3:46])=[C:37]([C:27]34[CH2:36][CH:31]5[CH2:32][CH:33]([CH2:35][CH:29]([CH2:30]5)[CH2:28]3)[CH2:34]4)[CH:42]=2)[CH2:13][O:12][C:11]([CH3:15])([CH3:14])[O:10][CH2:9]1)([CH3:4])([CH3:3])[CH3:2]. (5) Given the reactants [CH:1]1([CH2:6][C@@H:7]([C:19]([NH:21][NH:22][C:23]2[C:28]([F:29])=[C:27]([NH:30][CH2:31][C:32]3[S:33][CH:34]=[CH:35][N:36]=3)[N:26]=[C:25]([S:37][CH3:38])[N:24]=2)=[O:20])[CH2:8][N:9]([O:12]C2CCCCO2)[CH:10]=[O:11])[CH2:5][CH2:4][CH2:3][CH2:2]1, predict the reaction product. The product is: [CH:1]1([CH2:6][C@@H:7]([C:19]([NH:21][NH:22][C:23]2[C:28]([F:29])=[C:27]([NH:30][CH2:31][C:32]3[S:33][CH:34]=[CH:35][N:36]=3)[N:26]=[C:25]([S:37][CH3:38])[N:24]=2)=[O:20])[CH2:8][N:9]([OH:12])[CH:10]=[O:11])[CH2:5][CH2:4][CH2:3][CH2:2]1. (6) The product is: [Cl:1][C:2]1[CH:8]=[C:7]([O:9][C:10]2[C:19]3[C:14](=[CH:15][C:16]([O:22][CH3:23])=[C:17]([O:20][CH3:21])[CH:18]=3)[N:13]=[CH:12][N:11]=2)[CH:6]=[CH:5][C:3]=1[NH:4][C:28](=[O:34])[O:27][CH2:25][CH:36]1[CH2:39][CH2:38][CH2:37]1. Given the reactants [Cl:1][C:2]1[CH:8]=[C:7]([O:9][C:10]2[C:19]3[C:14](=[CH:15][C:16]([O:22][CH3:23])=[C:17]([O:20][CH3:21])[CH:18]=3)[N:13]=[CH:12][N:11]=2)[CH:6]=[CH:5][C:3]=1[NH2:4].Cl[C:25](Cl)([O:27][C:28](=[O:34])OC(Cl)(Cl)Cl)Cl.[CH:36]1(CO)[CH2:39][CH2:38][CH2:37]1.C(=O)(O)[O-].[Na+], predict the reaction product. (7) The product is: [Br:1][C:2]1[CH:3]=[C:4]2[C:8](=[CH:9][C:10]=1[Cl:11])[NH:7][C:6]([CH2:12][C:13]1[CH:14]=[CH:15][C:16]([CH3:23])=[C:17]([CH:22]=1)[C:18]([OH:20])=[O:19])=[CH:5]2. Given the reactants [Br:1][C:2]1[CH:3]=[C:4]2[C:8](=[CH:9][C:10]=1[Cl:11])[NH:7][C:6]([CH2:12][C:13]1[CH:14]=[CH:15][C:16]([CH3:23])=[C:17]([CH:22]=1)[C:18]([O:20]C)=[O:19])=[CH:5]2.[OH-].[Na+].Cl, predict the reaction product. (8) Given the reactants [OH-].[Na+].[CH:3](=[O:8])[CH2:4][CH2:5][CH2:6][CH3:7], predict the reaction product. The product is: [CH2:5]([C:4](=[CH:3][CH2:4][CH2:5][CH2:6][CH3:7])[CH:3]=[O:8])[CH2:6][CH3:7].